From a dataset of Forward reaction prediction with 1.9M reactions from USPTO patents (1976-2016). Predict the product of the given reaction. Given the reactants [CH2:1]([N:8]1[CH2:12][CH:11]2[C:13](=[O:16])[CH2:14][CH2:15][CH:10]2[CH2:9]1)[C:2]1[CH:7]=[CH:6][CH:5]=[CH:4][CH:3]=1.CCC(C)[BH-](C(C)CC)C(C)CC.[Li+].[OH-].[Na+], predict the reaction product. The product is: [CH2:1]([N:8]1[CH2:12][CH:11]2[CH:13]([OH:16])[CH2:14][CH2:15][CH:10]2[CH2:9]1)[C:2]1[CH:3]=[CH:4][CH:5]=[CH:6][CH:7]=1.